This data is from Full USPTO retrosynthesis dataset with 1.9M reactions from patents (1976-2016). The task is: Predict the reactants needed to synthesize the given product. (1) Given the product [CH3:16][O:17][C:18](=[O:19])[C:20]1[CH:21]=[CH:22][C:23]([C:26](=[O:27])[NH:1][C:2]2[S:6][C:5]([C:7]3[CH:12]=[C:11]([Cl:13])[CH:10]=[C:9]([Cl:14])[C:8]=3[OH:15])=[N:4][N:3]=2)=[N:24][CH:25]=1, predict the reactants needed to synthesize it. The reactants are: [NH2:1][C:2]1[S:6][C:5]([C:7]2[CH:12]=[C:11]([Cl:13])[CH:10]=[C:9]([Cl:14])[C:8]=2[OH:15])=[N:4][N:3]=1.[CH3:16][O:17][C:18]([C:20]1[CH:21]=[CH:22][C:23]([C:26](O)=[O:27])=[N:24][CH:25]=1)=[O:19].C1C=CC2N(O)N=NC=2C=1.CCN(C(C)C)C(C)C.CCN=C=NCCCN(C)C. (2) The reactants are: [Cl:1][C:2]1[CH:3]=[CH:4][C:5]2[CH2:11][NH:10][CH2:9][CH:8]([CH2:12][CH2:13][C:14]([F:17])([F:16])[F:15])[O:7][C:6]=2[N:18]=1.C=O.[C:21](O[BH-](OC(=O)C)OC(=O)C)(=O)C.[Na+]. Given the product [Cl:1][C:2]1[CH:3]=[CH:4][C:5]2[CH2:11][N:10]([CH3:21])[CH2:9][CH:8]([CH2:12][CH2:13][C:14]([F:17])([F:16])[F:15])[O:7][C:6]=2[N:18]=1, predict the reactants needed to synthesize it. (3) Given the product [ClH:59].[ClH:62].[NH2:8][C@H:9]([C:16]([NH:18][C@H:19]([C:21]([O:23][CH2:24][CH2:25][O:26][C:27]1[CH:28]=[CH:29][C:30]([C:33]2[C:38]([C:39]#[N:40])=[C:37]([N:41]3[CH2:42][CH2:43][CH2:44][CH2:45]3)[N:36]=[C:35]([S:46][CH2:47][C:48]3[N:49]=[C:50]([C:53]4[CH:58]=[CH:57][C:56]([Cl:59])=[CH:55][CH:54]=4)[S:51][CH:52]=3)[C:34]=2[C:60]#[N:61])=[CH:31][CH:32]=1)=[O:22])[CH3:20])=[O:17])[CH2:10][C:11]1[N:15]=[CH:14][NH:13][CH:12]=1, predict the reactants needed to synthesize it. The reactants are: C(OC([NH:8][C@H:9]([C:16]([NH:18][C@H:19]([C:21]([O:23][CH2:24][CH2:25][O:26][C:27]1[CH:32]=[CH:31][C:30]([C:33]2[C:38]([C:39]#[N:40])=[C:37]([N:41]3[CH2:45][CH2:44][CH2:43][CH2:42]3)[N:36]=[C:35]([S:46][CH2:47][C:48]3[N:49]=[C:50]([C:53]4[CH:58]=[CH:57][C:56]([Cl:59])=[CH:55][CH:54]=4)[S:51][CH:52]=3)[C:34]=2[C:60]#[N:61])=[CH:29][CH:28]=1)=[O:22])[CH3:20])=[O:17])[CH2:10][C:11]1[N:15]=[CH:14][NH:13][CH:12]=1)=O)(C)(C)C.[ClH:62]. (4) The reactants are: [C:1]1([OH:7])[CH:6]=[CH:5][CH:4]=[CH:3][CH:2]=1.[CH3:8][O:9][C:10]1[CH:11]=[C:12]2[C:16](=[CH:17][CH:18]=1)[NH:15][C:14](=[O:19])[C:13]2=O.S(=O)(=O)(O)O.C(Cl)Cl.CCO[C:32]([CH3:34])=[O:33]. Given the product [OH:7][C:1]1[CH:6]=[CH:5][C:4]([C:13]2([C:1]3[CH:6]=[CH:34][C:32]([OH:33])=[CH:3][CH:2]=3)[C:12]3[C:16](=[CH:17][CH:18]=[C:10]([O:9][CH3:8])[CH:11]=3)[NH:15][C:14]2=[O:19])=[CH:3][CH:2]=1, predict the reactants needed to synthesize it.